Dataset: Forward reaction prediction with 1.9M reactions from USPTO patents (1976-2016). Task: Predict the product of the given reaction. (1) Given the reactants C[Si]([N:5]=[C:6]=[O:7])(C)C.[Cl:8][C:9]1[C:14]([S:15][CH3:16])=[C:13]([N:17]2[CH2:22][CH2:21][O:20][CH2:19][CH2:18]2)[N:12]=[C:11]([C:23]2[CH:28]=[CH:27][C:26]([NH2:29])=[CH:25][CH:24]=2)[N:10]=1, predict the reaction product. The product is: [Cl:8][C:9]1[C:14]([S:15][CH3:16])=[C:13]([N:17]2[CH2:22][CH2:21][O:20][CH2:19][CH2:18]2)[N:12]=[C:11]([C:23]2[CH:28]=[CH:27][C:26]([NH:29][C:6]([NH2:5])=[O:7])=[CH:25][CH:24]=2)[N:10]=1. (2) Given the reactants C(N(CC)CC)C.[C:8]1([N:14]2[CH2:19][CH2:18][NH:17][CH2:16][CH2:15]2)[CH:13]=[CH:12][CH:11]=[CH:10][CH:9]=1.Cl[CH2:21][C:22]1[CH:23]=[C:24]([CH:42]=[CH:43][CH:44]=1)[C:25]([NH:27][C:28]1[C:32]2[CH:33]=[CH:34][C:35]([O:37][CH3:38])=[CH:36][C:31]=2[O:30][C:29]=1[C:39]([NH2:41])=[O:40])=[O:26].O, predict the reaction product. The product is: [CH3:38][O:37][C:35]1[CH:34]=[CH:33][C:32]2[C:28]([NH:27][C:25](=[O:26])[C:24]3[CH:42]=[CH:43][CH:44]=[C:22]([CH2:21][N:17]4[CH2:18][CH2:19][N:14]([C:8]5[CH:13]=[CH:12][CH:11]=[CH:10][CH:9]=5)[CH2:15][CH2:16]4)[CH:23]=3)=[C:29]([C:39]([NH2:41])=[O:40])[O:30][C:31]=2[CH:36]=1. (3) The product is: [C:1]([O:5][C:6]([N:8]1[CH2:13][CH2:12][CH:11]([C:14](=[O:16])[NH:18][CH3:17])[CH2:10][CH2:9]1)=[O:7])([CH3:4])([CH3:3])[CH3:2]. Given the reactants [C:1]([O:5][C:6]([N:8]1[CH2:13][CH2:12][CH:11]([C:14]([OH:16])=O)[CH2:10][CH2:9]1)=[O:7])([CH3:4])([CH3:3])[CH3:2].[CH3:17][N:18](C(ON1N=NC2C=CC=CC1=2)=[N+](C)C)C.[B-](F)(F)(F)F.C(N(CC)CC)C.CN, predict the reaction product.